Dataset: Reaction yield outcomes from USPTO patents with 853,638 reactions. Task: Predict the reaction yield, written as a fraction of the theoretical maximum amount of product (1.0 means a 100% yield; for example, 0.34 means a 34% yield). (1) The reactants are [OH:1][CH2:2][C:3]1[CH:4]=[C:5]([CH:27]=[C:28]([C:30]([F:33])([F:32])[F:31])[CH:29]=1)[CH2:6][C:7]1[CH:8]=[C:9]2[C:13](=[CH:14][CH:15]=1)[CH2:12][C@H:11]([NH:16]C(=O)OCC1C=CC=CC=1)[CH2:10]2.[H][H]. The catalyst is C(O)C.[OH-].[Pd+2].[OH-]. The product is [NH2:16][C@@H:11]1[CH2:10][C:9]2[C:13](=[CH:14][CH:15]=[C:7]([CH2:6][C:5]3[CH:4]=[C:3]([CH2:2][OH:1])[CH:29]=[C:28]([C:30]([F:31])([F:32])[F:33])[CH:27]=3)[CH:8]=2)[CH2:12]1. The yield is 0.860. (2) The reactants are [Si:1]([O:8][CH2:9][C:10](=O)[CH3:11])([C:4]([CH3:7])([CH3:6])[CH3:5])([CH3:3])[CH3:2].[CH3:13][C:14]([S:17]([NH2:19])=[O:18])([CH3:16])[CH3:15]. The catalyst is C1COCC1.[Cl-].[Na+].O. The product is [Si:1]([O:8][CH2:9]/[C:10](=[N:19]/[S:17]([C:14]([CH3:16])([CH3:15])[CH3:13])=[O:18])/[CH3:11])([C:4]([CH3:7])([CH3:6])[CH3:5])([CH3:3])[CH3:2]. The yield is 0.650. (3) The reactants are Br[C:2]1[CH:8]=[CH:7][C:5]([NH2:6])=[C:4]([CH3:9])[CH:3]=1.[CH3:10][PH:11](=[O:13])[CH3:12].P([O-])([O-])([O-])=O.[K+].[K+].[K+]. The catalyst is CN(C=O)C.C([O-])(=O)C.[Pd+2].C([O-])(=O)C.CC1(C)C2C(=C(P(C3C=CC=CC=3)C3C=CC=CC=3)C=CC=2)OC2C(P(C3C=CC=CC=3)C3C=CC=CC=3)=CC=CC1=2. The product is [CH3:10][P:11]([C:2]1[CH:8]=[CH:7][C:5]([NH2:6])=[C:4]([CH3:9])[CH:3]=1)([CH3:12])=[O:13]. The yield is 0.850. (4) The reactants are [CH2:1]([O:3][C:4](=[O:25])[C:5]([CH3:24])([O:7][C:8]1[CH:13]=[CH:12][C:11]([O:14][CH2:15][CH2:16][CH:17]2[CH2:21][NH:20][C:19](=[O:22])[N:18]2[CH3:23])=[CH:10][CH:9]=1)[CH3:6])[CH3:2].[H-].[Na+].[CH3:28][S:29]([C:32]1[CH:39]=[CH:38][C:35]([CH2:36]Cl)=[CH:34][CH:33]=1)(=[O:31])=[O:30].Cl. The catalyst is CN(C=O)C.O. The product is [CH2:1]([O:3][C:4](=[O:25])[C:5]([O:7][C:8]1[CH:9]=[CH:10][C:11]([O:14][CH2:15][CH2:16][CH:17]2[CH2:21][N:20]([CH2:36][C:35]3[CH:34]=[CH:33][C:32]([S:29]([CH3:28])(=[O:31])=[O:30])=[CH:39][CH:38]=3)[C:19](=[O:22])[N:18]2[CH3:23])=[CH:12][CH:13]=1)([CH3:24])[CH3:6])[CH3:2]. The yield is 0.420. (5) The reactants are [F:1][C:2]1[CH:3]=[CH:4][C:5]([NH:8][C:9](=[O:14])[C:10]([CH3:13])([CH3:12])[CH3:11])=[N:6][CH:7]=1.C([Li])(C)(C)C.C(C1C=CC(S([N:41]=[N+:42]=[N-:43])(=O)=O)=CC=1)CCCCCCCCCCC.[NH4+].[Cl-]. The catalyst is O1CCCC1. The product is [N:41]([C:4]1[C:5]([NH:8][C:9](=[O:14])[C:10]([CH3:11])([CH3:13])[CH3:12])=[N:6][CH:7]=[C:2]([F:1])[CH:3]=1)=[N+:42]=[N-:43]. The yield is 0.420. (6) The reactants are [CH2:1]([O:8][C:9]1[CH:14]=[CH:13][C:12](Br)=[CH:11][N:10]=1)[C:2]1[CH:7]=[CH:6][CH:5]=[CH:4][CH:3]=1.C([Li])CCC.CN(C)[CH:23]=[O:24].O. The catalyst is O1CCCC1.C(OCC)(=O)C. The product is [CH2:1]([O:8][C:9]1[N:10]=[CH:11][C:12]([CH:23]=[O:24])=[CH:13][CH:14]=1)[C:2]1[CH:7]=[CH:6][CH:5]=[CH:4][CH:3]=1. The yield is 0.400. (7) The reactants are [CH:1]([NH2:4])([CH3:3])[CH3:2].[N:5]([C:8]1[CH:9]=[CH:10][C:11]([O:14][C:15](=[O:24])[N:16]([CH3:23])[C:17]2[CH:22]=[CH:21][CH:20]=[CH:19][CH:18]=2)=[N:12][CH:13]=1)=[C:6]=[S:7]. The catalyst is ClCCl. The product is [CH:1]([NH:4][C:6](=[S:7])[NH:5][C:8]1[CH:9]=[CH:10][C:11]([O:14][C:15](=[O:24])[N:16]([CH3:23])[C:17]2[CH:22]=[CH:21][CH:20]=[CH:19][CH:18]=2)=[N:12][CH:13]=1)([CH3:3])[CH3:2]. The yield is 0.810.